Dataset: Reaction yield outcomes from USPTO patents with 853,638 reactions. Task: Predict the reaction yield, written as a fraction of the theoretical maximum amount of product (1.0 means a 100% yield; for example, 0.34 means a 34% yield). (1) The yield is 0.934. The product is [OH:1][CH2:2][CH2:3][CH2:4][CH2:5][CH2:6][CH2:7][O:8][C:9]1[CH:14]=[CH:13][C:12]([C:15]2[CH:20]=[CH:19][C:18]([C:21]([OH:25])=[O:23])=[CH:17][CH:16]=2)=[CH:11][CH:10]=1. The reactants are [OH:1][CH2:2][CH2:3][CH2:4][CH2:5][CH2:6][CH2:7][O:8][C:9]1[CH:14]=[CH:13][C:12]([C:15]2[CH:20]=[CH:19][C:18]([C:21]#N)=[CH:17][CH:16]=2)=[CH:11][CH:10]=1.[OH-:23].[K+].[OH2:25]. The catalyst is C(O)CO.CO. (2) The reactants are [Cl:1][C:2]1[C:7]([N:8]2[CH2:13][CH2:12][CH:11]([C:14]3[N:19]=[C:18]([O:20][CH3:21])[CH:17]=[C:16]([O:22][CH3:23])[N:15]=3)[CH2:10][CH2:9]2)=[CH:6][N:5]=[N:4][C:3]=1[NH:24][NH:25][C:26](=O)[CH2:27][C:28]([F:31])([F:30])[F:29].P(Cl)(Cl)(Cl)=O. The catalyst is C(#N)C. The product is [Cl:1][C:2]1[C:3]2[N:4]([C:26]([CH2:27][C:28]([F:31])([F:30])[F:29])=[N:25][N:24]=2)[N:5]=[CH:6][C:7]=1[N:8]1[CH2:9][CH2:10][CH:11]([C:14]2[N:15]=[C:16]([O:22][CH3:23])[CH:17]=[C:18]([O:20][CH3:21])[N:19]=2)[CH2:12][CH2:13]1. The yield is 0.0225.